This data is from Full USPTO retrosynthesis dataset with 1.9M reactions from patents (1976-2016). The task is: Predict the reactants needed to synthesize the given product. (1) Given the product [N:22]1([CH2:21][C@@H:19]([OH:20])[CH2:18][O:17][C:4]2[CH:5]=[CH:6][C:7]3[C:8]4[N:9]([CH2:14][CH2:15][N:16]=4)[C:10]([NH2:13])=[N:11][C:12]=3[C:3]=2[O:2][CH3:1])[CH2:25][CH2:24][CH2:23]1, predict the reactants needed to synthesize it. The reactants are: [CH3:1][O:2][C:3]1[C:12]2[N:11]=[C:10]([NH2:13])[N:9]3[CH2:14][CH2:15][N:16]=[C:8]3[C:7]=2[CH:6]=[CH:5][C:4]=1[O:17][CH2:18][C@H:19]1[CH2:21][O:20]1.[NH:22]1[CH2:25][CH2:24][CH2:23]1. (2) Given the product [C:17]([O:16][C:13](=[O:15])[CH2:14][CH:29]([OH:30])[C:27]1[CH:26]=[CH:25][N:24]=[C:23]([S:22][CH3:21])[N:28]=1)([CH3:20])([CH3:19])[CH3:18], predict the reactants needed to synthesize it. The reactants are: C(NC(C)C)(C)C.C([Li])CCC.[C:13]([O:16][C:17]([CH3:20])([CH3:19])[CH3:18])(=[O:15])[CH3:14].[CH3:21][S:22][C:23]1[N:28]=[C:27]([CH:29]=[O:30])[CH:26]=[CH:25][N:24]=1.[NH4+].[Cl-]. (3) Given the product [CH:20]1([NH:24][C@H:12]2[CH2:13][CH2:14][N:10]([C:8]([C:5]3[CH:6]=[CH:7][C:2]([I:1])=[CH:3][CH:4]=3)=[O:9])[CH2:11]2)[CH2:23][CH2:22][CH2:21]1, predict the reactants needed to synthesize it. The reactants are: [I:1][C:2]1[CH:7]=[CH:6][C:5]([C:8]([N:10]2[CH2:14][CH2:13][C@@H:12](OS(C)(=O)=O)[CH2:11]2)=[O:9])=[CH:4][CH:3]=1.[CH:20]1([NH2:24])[CH2:23][CH2:22][CH2:21]1. (4) Given the product [CH:22]1([C:25]2[CH:26]=[C:27]([CH3:37])[C:28]([N:31]3[CH2:32][CH2:33][N:34]([C:11]([C:10]4[CH:14]=[CH:15][C:7]([N:3]5[CH2:4][CH2:5][CH2:6][S:2]5(=[O:1])=[O:20])=[CH:8][C:9]=4[S:16]([CH3:19])(=[O:18])=[O:17])=[O:13])[CH2:35][CH2:36]3)=[N:29][CH:30]=2)[CH2:24][CH2:23]1, predict the reactants needed to synthesize it. The reactants are: [O:1]=[S:2]1(=[O:20])[CH2:6][CH2:5][CH2:4][N:3]1[C:7]1[CH:15]=[CH:14][C:10]([C:11]([OH:13])=O)=[C:9]([S:16]([CH3:19])(=[O:18])=[O:17])[CH:8]=1.Cl.[CH:22]1([C:25]2[CH:26]=[C:27]([CH3:37])[C:28]([N:31]3[CH2:36][CH2:35][NH:34][CH2:33][CH2:32]3)=[N:29][CH:30]=2)[CH2:24][CH2:23]1. (5) Given the product [CH3:1][O:2][C:3](=[O:13])[C:4]1[CH:9]=[C:8]([O:10][CH3:11])[N:7]=[C:6]([CH2:21][CH:22]([CH3:24])[CH3:23])[CH:5]=1, predict the reactants needed to synthesize it. The reactants are: [CH3:1][O:2][C:3](=[O:13])[C:4]1[CH:9]=[C:8]([O:10][CH3:11])[N:7]=[C:6](Cl)[CH:5]=1.CN1C(=O)CCC1.[CH2:21]([Mg]Cl)[CH:22]([CH3:24])[CH3:23]. (6) Given the product [Br:36][C:37]1[CH:45]=[CH:44][CH:43]=[CH:42][C:38]=1[C:39]([N:14]1[C:15]2[CH:16]=[CH:17][CH:18]=[CH:19][C:20]=2[C:12]2=[CH:11][O:10][C:9]([C:3]3[CH:4]=[CH:5][CH:6]=[CH:7][CH:8]=3)=[C:13]12)=[O:40], predict the reactants needed to synthesize it. The reactants are: [H-].[Na+].[C:3]1([C:9]2[O:10][CH:11]=[C:12]3[C:20]4[CH:19]=[CH:18][CH:17]=[CH:16][C:15]=4[NH:14][C:13]=23)[CH:8]=[CH:7][CH:6]=[CH:5][CH:4]=1.C1OCCOCCOCCOCCOC1.[Br:36][C:37]1[CH:45]=[CH:44][CH:43]=[CH:42][C:38]=1[C:39](Cl)=[O:40]. (7) The reactants are: [C:1]([C:5]1[O:9][N:8]=[C:7]([NH:10][C:11]([NH:13][C:14]2[CH:19]=[CH:18][C:17]([C:20]3[N:24]4[CH:25]=[CH:26][C:27]([C:29]5[CH:34]=[CH:33][N:32]=[C:31]([CH2:35][CH2:36][CH:37](OCC)[O:38]CC)[CH:30]=5)=[CH:28][C:23]4=[N:22][CH:21]=3)=[CH:16][C:15]=2[F:44])=[O:12])[CH:6]=1)([CH3:4])([CH3:3])[CH3:2].[ClH:45]. Given the product [ClH:45].[C:1]([C:5]1[O:9][N:8]=[C:7]([NH:10][C:11]([NH:13][C:14]2[CH:19]=[CH:18][C:17]([C:20]3[N:24]4[CH:25]=[CH:26][C:27]([C:29]5[CH:34]=[CH:33][N:32]=[C:31]([CH2:35][CH2:36][CH:37]=[O:38])[CH:30]=5)=[CH:28][C:23]4=[N:22][CH:21]=3)=[CH:16][C:15]=2[F:44])=[O:12])[CH:6]=1)([CH3:4])([CH3:2])[CH3:3], predict the reactants needed to synthesize it. (8) The reactants are: [F:1][C:2]([F:17])([F:16])[C:3]1[CH:8]=[CH:7][C:6]([C:9]2[CH:10]=[CH:11][C:12]([NH2:15])=[N:13][CH:14]=2)=[CH:5][CH:4]=1.[CH2:18]1[C:23](=O)N(Br)[C:20](=O)[CH2:19]1.[C:26]([O-])(O)=O.[Na+].[C:31](#N)[CH3:32]. Given the product [CH:32]1([C:11]2[C:12]3[N:13]([C:19]([C:18]#[CH:23])=[CH:20][N:15]=3)[CH:14]=[C:9]([C:6]3[CH:5]=[CH:4][C:3]([C:2]([F:1])([F:16])[F:17])=[CH:8][CH:7]=3)[CH:10]=2)[CH2:31][CH2:26]1, predict the reactants needed to synthesize it. (9) Given the product [C:1]([O:5][C:6]([NH:8][C@H:9]1[CH2:14][CH2:13][C@H:12]([N:15]([CH2:28][CH3:29])[C:16]2[C:17]([CH3:27])=[C:18]([CH:23]=[C:24]([Cl:26])[CH:25]=2)[C:19]([O:21][CH3:22])=[O:20])[CH2:11][CH2:10]1)=[O:7])([CH3:4])([CH3:3])[CH3:2], predict the reactants needed to synthesize it. The reactants are: [C:1]([O:5][C:6]([NH:8][C@H:9]1[CH2:14][CH2:13][C@H:12]([NH:15][C:16]2[C:17]([CH3:27])=[C:18]([CH:23]=[C:24]([Cl:26])[CH:25]=2)[C:19]([O:21][CH3:22])=[O:20])[CH2:11][CH2:10]1)=[O:7])([CH3:4])([CH3:3])[CH3:2].[CH:28](=O)[CH3:29].C(O)(=O)C.C(O[BH-](OC(=O)C)OC(=O)C)(=O)C.[Na+]. (10) The reactants are: [ClH:1].C(OC([N:9]1[CH2:13][CH2:12][CH:11]([C:14]2[CH:19]=[CH:18][C:17]([S:20]([C:23]3[CH:28]=[CH:27][CH:26]=[C:25]([F:29])[CH:24]=3)(=[O:22])=[O:21])=[CH:16][C:15]=2[O:30][CH2:31][CH2:32][OH:33])[CH2:10]1)=O)(C)(C)C. Given the product [ClH:1].[F:29][C:25]1[CH:24]=[C:23]([S:20]([C:17]2[CH:18]=[CH:19][C:14]([CH:11]3[CH2:12][CH2:13][NH:9][CH2:10]3)=[C:15]([CH:16]=2)[O:30][CH2:31][CH2:32][OH:33])(=[O:21])=[O:22])[CH:28]=[CH:27][CH:26]=1, predict the reactants needed to synthesize it.